From a dataset of Full USPTO retrosynthesis dataset with 1.9M reactions from patents (1976-2016). Predict the reactants needed to synthesize the given product. Given the product [F:23][C:24]1[CH:31]=[CH:30][C:27]([CH2:28][NH:29][CH2:6][CH2:7][N:8]2[CH:12]=[C:11]([C:13]3[CH:18]=[C:17]([C:19]([OH:21])=[O:20])[CH:16]=[CH:15][N:14]=3)[N:10]=[CH:9]2)=[CH:26][CH:25]=1, predict the reactants needed to synthesize it. The reactants are: CS(O[CH2:6][CH2:7][N:8]1[CH:12]=[C:11]([C:13]2[CH:18]=[C:17]([C:19]([O:21]C)=[O:20])[CH:16]=[CH:15][N:14]=2)[N:10]=[CH:9]1)(=O)=O.[F:23][C:24]1[CH:31]=[CH:30][C:27]([CH2:28][NH2:29])=[CH:26][CH:25]=1.